From a dataset of Catalyst prediction with 721,799 reactions and 888 catalyst types from USPTO. Predict which catalyst facilitates the given reaction. Reactant: [CH:1]1([C:5]([C:7]2[C:8](Cl)=[N:9][C:10]([Cl:15])=[CH:11][C:12]=2[O:13][CH3:14])=O)[CH2:4][CH2:3][CH2:2]1.[NH2:17][NH2:18]. Product: [Cl:15][C:10]1[CH:11]=[C:12]([O:13][CH3:14])[C:7]2[C:8](=[N:17][NH:18][C:5]=2[CH:1]2[CH2:4][CH2:3][CH2:2]2)[N:9]=1. The catalyst class is: 12.